This data is from Peptide-MHC class II binding affinity with 134,281 pairs from IEDB. The task is: Regression. Given a peptide amino acid sequence and an MHC pseudo amino acid sequence, predict their binding affinity value. This is MHC class II binding data. (1) The binding affinity (normalized) is 0.572. The peptide sequence is LDYLRRMTVFLQGLM. The MHC is DRB1_0701 with pseudo-sequence DRB1_0701. (2) The peptide sequence is EKKYFAATQPEPLAA. The MHC is HLA-DQA10501-DQB10201 with pseudo-sequence HLA-DQA10501-DQB10201. The binding affinity (normalized) is 0.658.